This data is from Full USPTO retrosynthesis dataset with 1.9M reactions from patents (1976-2016). The task is: Predict the reactants needed to synthesize the given product. (1) Given the product [O:15]1[C@H:2]2[C@@H:13]1[CH2:14][C@@H:5]([C:6]([O:7][CH2:8][CH3:9])=[O:10])[CH2:4][CH2:3]2, predict the reactants needed to synthesize it. The reactants are: I[C@@H:2]1[C@@H:8]2[CH2:9][C@@H:5]([C:6](=[O:10])[O:7]2)[CH2:4][CH2:3]1.[OH-].[Na+].[CH2:13]([OH:15])[CH3:14]. (2) Given the product [Cl:1][C:2]1[N:7]=[C:6]([CH3:8])[N:5]=[C:4]([NH:9][C:10]2[S:11][C:12]([S:15][C:16]3[CH:27]=[CH:28][N:29]=[C:22]([C:20]([O:46][CH3:45])=[O:21])[CH:24]=3)=[CH:13][N:14]=2)[CH:3]=1, predict the reactants needed to synthesize it. The reactants are: [Cl:1][C:2]1[N:7]=[C:6]([CH3:8])[N:5]=[C:4]([NH:9][C:10]2[S:11][C:12]([S:15][C:16]#N)=[CH:13][N:14]=2)[CH:3]=1.SC[C@H:20]([C@@H:22]([CH2:24]S)O)[OH:21].C[C:27]1[C:28](C(N)=O)=[N:29]C=CC=1Cl.[O-]P([O-])([O-])=O.[K+].[K+].[K+].[CH3:45][OH:46]. (3) The reactants are: [CH2:1]([C:5]1[C:9]([CH2:10][CH2:11][CH2:12][OH:13])=[CH:8][N:7]([C:14]2[CH:19]=[CH:18][C:17]([C:20]([F:23])([F:22])[F:21])=[CH:16][N:15]=2)[N:6]=1)[CH2:2][CH2:3][CH3:4].[CH2:24]([O:26][C:27]1[CH:32]=[CH:31][C:30]([CH2:33][C:34]([O:36]C)=[O:35])=[CH:29][C:28]=1O)[CH3:25].C(P(CCCC)CCCC)CCC.N(C(N1CCCCC1)=O)=NC(N1CCCCC1)=O. Given the product [CH2:1]([C:5]1[C:9]([CH2:10][CH2:11][CH2:12][O:13][C:32]2[CH:31]=[C:30]([CH2:33][C:34]([OH:36])=[O:35])[CH:29]=[CH:28][C:27]=2[O:26][CH2:24][CH3:25])=[CH:8][N:7]([C:14]2[CH:19]=[CH:18][C:17]([C:20]([F:21])([F:22])[F:23])=[CH:16][N:15]=2)[N:6]=1)[CH2:2][CH2:3][CH3:4], predict the reactants needed to synthesize it. (4) Given the product [C:21]([C:15]1[N:14]=[C:13]([C:10]2[CH:11]=[CH:12][C:7]([C:32]3[CH:31]=[CH:30][C:29]([CH:42]([CH3:47])[C:43]([O:45][CH3:46])=[O:44])=[CH:28][C:27]=3[Cl:26])=[CH:8][CH:9]=2)[C:18]([CH3:19])=[N:17][C:16]=1[CH3:20])(=[O:23])[NH2:22], predict the reactants needed to synthesize it. The reactants are: FC(F)(F)S(O[C:7]1[CH:12]=[CH:11][C:10]([C:13]2[C:18]([CH3:19])=[N:17][C:16]([CH3:20])=[C:15]([C:21](=[O:23])[NH2:22])[N:14]=2)=[CH:9][CH:8]=1)(=O)=O.[Cl:26][C:27]1[CH:28]=[C:29]([CH:42]([CH3:47])[C:43]([O:45][CH3:46])=[O:44])[CH:30]=[CH:31][C:32]=1B1OC(C)(C)C(C)(C)O1.P([O-])([O-])([O-])=O.[K+].[K+].[K+].CO. (5) Given the product [C:2]1([C:1]([C:8]2[CH:13]=[CH:12][CH:11]=[CH:10][CH:9]=2)([C:14]2[CH:15]=[CH:16][CH:17]=[CH:18][CH:19]=2)[O:20][CH2:21][CH2:22][O:23][CH2:24][CH2:25][O:26][CH2:27][CH2:28][O:29][CH2:43][CH2:44][CH2:45][O:46][CH2:47][C:48]2[CH:53]=[CH:52][CH:51]=[CH:50][CH:49]=2)[CH:3]=[CH:4][CH:5]=[CH:6][CH:7]=1, predict the reactants needed to synthesize it. The reactants are: [C:1]([O:20][CH2:21][CH2:22][O:23][CH2:24][CH2:25][O:26][CH2:27][CH2:28][OH:29])([C:14]1[CH:19]=[CH:18][CH:17]=[CH:16][CH:15]=1)([C:8]1[CH:13]=[CH:12][CH:11]=[CH:10][CH:9]=1)[C:2]1[CH:7]=[CH:6][CH:5]=[CH:4][CH:3]=1.[H-].[Na+].CC1C=CC(S(O[CH2:43][CH2:44][CH2:45][O:46][CH2:47][C:48]2[CH:53]=[CH:52][CH:51]=[CH:50][CH:49]=2)(=O)=O)=CC=1. (6) Given the product [Cl:10][C:8]1[CH:7]=[CH:6][C:5]([N:11]([CH3:16])[S:12]([CH3:15])(=[O:14])=[O:13])=[C:4]([CH:9]=1)[CH2:3][NH:2][C:17](=[O:20])[O:18][C:25]1[CH:24]=[CH:23][C:28]([N+:29]([O-:31])=[O:30])=[CH:27][CH:26]=1, predict the reactants needed to synthesize it. The reactants are: Cl.[NH2:2][CH2:3][C:4]1[CH:9]=[C:8]([Cl:10])[CH:7]=[CH:6][C:5]=1[N:11]([CH3:16])[S:12]([CH3:15])(=[O:14])=[O:13].[C:17](=[O:20])([O-])[O-:18].[Na+].[Na+].[CH:23]1[C:28]([N+:29]([O-:31])=[O:30])=[CH:27][CH:26]=[C:25]([Cl-]C([O-])=O)[CH:24]=1.